The task is: Multi-output Regression. Predict 5 antibody developability metrics.. This data is from TAP: 5 developability metrics (CDR length, charge patches, hydrophobicity). (1) The antibody is ["['EVQLVESGGGLVQPGGSLRLSCAASGYTFSSYWIEWVRQAPGKGLEWIGEILPGGGDTNYNEIFKGRATFSADTSKNTAYLQMNSLRAEDTAVYYCTRRVPIRLDYWGQGTLVTVSS'\\n 'DIQLTQSPSSLSASVGDRVTITCKASQSVDYEGDSFLNWYQQKPGKAPKLLIYAASNLESGVPSRFSGSGSGTDFTLTISSLQPEDFATYYCQQSNEDPLTFGQGTKVEIK']"]. Developability metrics: CDR_Length=48.0, PSH=118, PPC=1.48, PNC=1.68, SFvCSP=-6.00. (2) The antibody is ["['QVQLQESGPGLVKPSETLSLTCAVSGHSISHDHAWSWVRQPPGEGLEWIGFISYSGITNYNPSLQGRVTISRDNSKNTLYLQMNSLRAEDTAVYYCARSLARTTAMDYWGEGTLVTVSS'\\n 'DIQMTQSPSSLSASVGDSVTITCQASTDISSHLNWYQQKPGKAPELLIYYGSHLLSGVPSRFSGSGSGTDFTFTISSLEAEDAATYYCGQGNRLPYTFGQGTKVEIE']"]. Developability metrics: CDR_Length=46.0, PSH=136, PPC=0.0276, PNC=0, SFvCSP=6.46. (3) The antibody is ["['QVQLQQSGAEVKKPGSSVKVSCKASGYTFTNYYIYWVRQAPGQGLEWIGGINPTSGGSNFNEKFKTRVTITADESSTTAYMELSSLRSEDTAFYFCTRQGLWFDSDGRGFDFWGQGTTVTVSS'\\n 'DIQMTQSPSSLSASVGDRVTITCRSSQNIVHSNGNTYLDWYQQTPGKAPKLLIYKVSNRFSGVPSRFSGSGSGTDFTFTISSLQPEDIATYYCFQYSHVPWTFGQGTKLQIT']"]. Developability metrics: CDR_Length=55.0, PSH=130, PPC=0.00100, PNC=0.0930, SFvCSP=-4.20. (4) The antibody is ["['QVELVESGGGVVQPGRSQRLSCAASGFTFSSYGMHWVRQAPGKGLEWVAIIWFDGSSTYYADSVRGRFTISRDNSKNTLYLQMNSLRAEDTAVYFCARELGRRYFDLWGRGTLVSVSS'\\n 'EIVLTQSPATLSLSPGERATLSCRASQSVSSYLAWYQQKPGQAPRLLIYDASKRATGIPARFSGSGSGTDFTLTISSLEPEDFAVYYCQQRSKWPPWTFGQGTKVESK']"]. Developability metrics: CDR_Length=46.0, PSH=108, PPC=3.16, PNC=0, SFvCSP=16.0. (5) The antibody is ["['EVQLVQSGAEVKKPGASVKVSCKASGYTFTDYNMHWVRQAPGQGLEWMGEINPNSGGAGYNQKFKGRVTMTTDTSTSTAYMELRSLRSDDTAVYYCARLGYDDIYDDWYFDVWGQGTTVTVSS'\\n 'DIQMTQSPSSLSASVGDRVTITCRASQDISNYLNWYQQKPGKAPKLLIYYTSRLLSGVPSRFSGSGSGTDFTLTISSLQPEDFATYYCQQGDTLPYTFGGGTKVEIK']"]. Developability metrics: CDR_Length=50.0, PSH=108, PPC=0, PNC=3.50, SFvCSP=-6.00. (6) The antibody is ["['QVQLQQPGAELVRPGASVKLSCKASGYTFTSYWINWVKQRPGQGLEWIGNIYPSDSYTNYNQKFKDKATLTVDKSSSTAYMQLSSPTSEDSAVYYCTRSWRGNSFDYWGQGTTLTVSS'\\n 'DIVMTQSPSSLTVTAGEKVTMSCKSSQSLLNSGNQKNYLTWYQQKPGQPPKLLIYWASTRESGVPDRFTGSGSGTDFTLTISSVQAEDLAVYYCQNDYSYPFTFGSGTKLEIK']"]. Developability metrics: CDR_Length=51.0, PSH=110, PPC=0.0413, PNC=0.0691, SFvCSP=6.00.